The task is: Predict the reaction yield, written as a fraction of the theoretical maximum amount of product (1.0 means a 100% yield; for example, 0.34 means a 34% yield).. This data is from Reaction yield outcomes from USPTO patents with 853,638 reactions. The reactants are [F:1][C:2]1[CH:18]=[CH:17][C:5]([C:6]([NH:8][C:9]2[S:10][CH:11]=[CH:12][C:13]=2[C:14]([OH:16])=[O:15])=O)=[CH:4][CH:3]=1. The catalyst is C(OC(=O)C)(=O)C. The product is [F:1][C:2]1[CH:18]=[CH:17][C:5]([C:6]2[O:15][C:14](=[O:16])[C:13]3[CH:12]=[CH:11][S:10][C:9]=3[N:8]=2)=[CH:4][CH:3]=1. The yield is 0.640.